The task is: Predict the reaction yield, written as a fraction of the theoretical maximum amount of product (1.0 means a 100% yield; for example, 0.34 means a 34% yield).. This data is from Reaction yield outcomes from USPTO patents with 853,638 reactions. (1) The reactants are CC([O-])(C)C.[K+].CC1C=CC(S([CH2:17][N+:18]#[C-])(=O)=O)=CC=1.[F:20][C:21]1[CH:22]=[C:23]([CH:26]=[CH:27][C:28]=1[O:29][CH3:30])[CH:24]=O.CO. The catalyst is C1COCC1.O. The product is [F:20][C:21]1[CH:22]=[C:23]([CH2:24][C:17]#[N:18])[CH:26]=[CH:27][C:28]=1[O:29][CH3:30]. The yield is 0.580. (2) The reactants are [N+:1]([C:4]1[NH:8][N:7]=[C:6]([C:9]([O:11][CH3:12])=[O:10])[CH:5]=1)([O-])=O. The catalyst is CO. The product is [NH2:1][C:4]1[NH:8][N:7]=[C:6]([C:9]([O:11][CH3:12])=[O:10])[CH:5]=1. The yield is 0.730. (3) The reactants are [N+:1]([C:4]1[N:9]=[CH:8][C:7]([O:10][C:11]2[CH:16]=[CH:15][N:14]=[C:13]([NH:17][C:18](=[O:24])[O:19][C:20]([CH3:23])([CH3:22])[CH3:21])[CH:12]=2)=[CH:6][CH:5]=1)([O-])=O.[NH4+].[Cl-]. The catalyst is CO.C1COCC1.[Zn]. The product is [NH2:1][C:4]1[N:9]=[CH:8][C:7]([O:10][C:11]2[CH:16]=[CH:15][N:14]=[C:13]([NH:17][C:18](=[O:24])[O:19][C:20]([CH3:22])([CH3:21])[CH3:23])[CH:12]=2)=[CH:6][CH:5]=1. The yield is 1.10.